This data is from Catalyst prediction with 721,799 reactions and 888 catalyst types from USPTO. The task is: Predict which catalyst facilitates the given reaction. Reactant: C1(P(C2C=CC=CC=2)C2C=CC=CC=2)C=CC=CC=1.[C:20]([Br:24])(Br)(Br)Br.[N:25]1([C:31]2[CH:32]=[C:33](CO)[CH:34]=[C:35]([N+:37]([O-:39])=[O:38])[CH:36]=2)[CH2:30][CH2:29][O:28][CH2:27][CH2:26]1. Product: [Br:24][CH2:20][C:33]1[CH:32]=[C:31]([N:25]2[CH2:30][CH2:29][O:28][CH2:27][CH2:26]2)[CH:36]=[C:35]([N+:37]([O-:39])=[O:38])[CH:34]=1. The catalyst class is: 2.